This data is from NCI-60 drug combinations with 297,098 pairs across 59 cell lines. The task is: Regression. Given two drug SMILES strings and cell line genomic features, predict the synergy score measuring deviation from expected non-interaction effect. (1) Cell line: OVCAR-4. Drug 2: CC(C)NC(=O)C1=CC=C(C=C1)CNNC.Cl. Synergy scores: CSS=-9.05, Synergy_ZIP=4.21, Synergy_Bliss=2.61, Synergy_Loewe=-4.68, Synergy_HSA=-4.71. Drug 1: C1=CN(C=N1)CC(O)(P(=O)(O)O)P(=O)(O)O. (2) Drug 1: C1=NC2=C(N=C(N=C2N1C3C(C(C(O3)CO)O)F)Cl)N. Synergy scores: CSS=3.02, Synergy_ZIP=0.956, Synergy_Bliss=1.40, Synergy_Loewe=-3.39, Synergy_HSA=-1.25. Drug 2: CC(C)CN1C=NC2=C1C3=CC=CC=C3N=C2N. Cell line: MDA-MB-435. (3) Drug 1: CN(C)C1=NC(=NC(=N1)N(C)C)N(C)C. Drug 2: C1=CC(=CC=C1C#N)C(C2=CC=C(C=C2)C#N)N3C=NC=N3. Cell line: SF-539. Synergy scores: CSS=-0.112, Synergy_ZIP=0.0672, Synergy_Bliss=-0.102, Synergy_Loewe=-1.47, Synergy_HSA=-2.64.